Dataset: Full USPTO retrosynthesis dataset with 1.9M reactions from patents (1976-2016). Task: Predict the reactants needed to synthesize the given product. (1) Given the product [CH2:1]1[NH:6][CH2:5][C@@H:4]([OH:7])[C@H:3]([OH:8])[C@H:2]1[CH2:9][OH:10].[ClH:11], predict the reactants needed to synthesize it. The reactants are: [CH2:1]1[NH:6][CH2:5][C@@H:4]([OH:7])[C@H:3]([OH:8])[C@H:2]1[CH2:9][OH:10].[ClH:11]. (2) Given the product [F:1][C:2]1[CH:3]=[C:4]([CH:5]=[C:6]([F:19])[C:7]=1[O:8][C:9]1[CH:10]=[N:11][CH:12]=[C:13]([C:15]([F:16])([F:17])[F:18])[CH:14]=1)[CH2:20][O:21][C:23]1[CH:24]=[C:25]2[N:32]([CH3:33])[C@@H:31]([CH3:34])[CH2:30][N:26]2[C:27](=[O:29])[N:28]=1, predict the reactants needed to synthesize it. The reactants are: [F:1][C:2]1[CH:3]=[C:4]([CH2:20][OH:21])[CH:5]=[C:6]([F:19])[C:7]=1[O:8][C:9]1[CH:10]=[N:11][CH:12]=[C:13]([C:15]([F:18])([F:17])[F:16])[CH:14]=1.Cl[C:23]1[CH:24]=[C:25]2[N:32]([CH3:33])[C@@H:31]([CH3:34])[CH2:30][N:26]2[C:27](=[O:29])[N:28]=1. (3) Given the product [CH3:1][C:2]1[S:6]/[C:5](=[N:7]\[S:8]([C:11]2[CH:20]=[CH:19][CH:18]=[CH:17][C:12]=2[C:13]([OH:15])=[O:14])(=[O:10])=[O:9])/[N:4]([CH2:21][C:22]2[C:31]3[C:26](=[CH:27][CH:28]=[CH:29][CH:30]=3)[CH:25]=[CH:24][CH:23]=2)[CH:3]=1, predict the reactants needed to synthesize it. The reactants are: [CH3:1][C:2]1[S:6]/[C:5](=[N:7]\[S:8]([C:11]2[CH:20]=[CH:19][CH:18]=[CH:17][C:12]=2[C:13]([O:15]C)=[O:14])(=[O:10])=[O:9])/[N:4]([CH2:21][C:22]2[C:31]3[C:26](=[CH:27][CH:28]=[CH:29][CH:30]=3)[CH:25]=[CH:24][CH:23]=2)[CH:3]=1.[OH-].[Na+].Cl. (4) Given the product [CH:1]1([C:7]2[C:8]3[CH:9]=[CH:10][CH:11]=[CH:12][C:13]=3[N:14]3[C:21]=2[C:20]2=[C:37]([C:35]([O:34][CH3:33])=[O:36])[CH:23]=[CH:24][CH:25]=[C:19]2[O:18][CH2:17][CH:16]([CH:26]=[O:27])[CH2:15]3)[CH2:2][CH2:3][CH2:4][CH2:5][CH2:6]1, predict the reactants needed to synthesize it. The reactants are: [CH:1]1([C:7]2[C:8]3[CH:9]=[CH:10][C:11](C(OC)=O)=[CH:12][C:13]=3[N:14]3[C:21]=2[C:20]2C=[CH:23][CH:24]=[CH:25][C:19]=2[O:18][CH2:17][CH:16]([CH2:26][OH:27])[CH2:15]3)[CH2:6][CH2:5][CH2:4][CH2:3][CH2:2]1.C[CH2:33][O:34][C:35]([CH3:37])=[O:36]. (5) Given the product [Si:44]([O:43][CH2:42][CH2:41][CH2:40][O:39][C:35]1[CH:36]=[C:37]([F:38])[C:32]([CH2:31][S:23][C:14]2[N:15]([C:16]3[CH:21]=[CH:20][C:19]([F:22])=[CH:18][CH:17]=3)[C:11]([C:8]([C:5]3[CH:6]=[CH:7][C:2]([F:1])=[C:3]([O:24][CH3:25])[CH:4]=3)([CH3:10])[CH3:9])=[CH:12][N:13]=2)=[C:33]([Cl:51])[CH:34]=1)([C:47]([CH3:49])([CH3:50])[CH3:48])([CH3:46])[CH3:45], predict the reactants needed to synthesize it. The reactants are: [F:1][C:2]1[CH:7]=[CH:6][C:5]([C:8]([C:11]2[N:15]([C:16]3[CH:21]=[CH:20][C:19]([F:22])=[CH:18][CH:17]=3)[C:14]([SH:23])=[N:13][CH:12]=2)([CH3:10])[CH3:9])=[CH:4][C:3]=1[O:24][CH3:25].CS(O[CH2:31][C:32]1[C:37]([F:38])=[CH:36][C:35]([O:39][CH2:40][CH2:41][CH2:42][O:43][Si:44]([C:47]([CH3:50])([CH3:49])[CH3:48])([CH3:46])[CH3:45])=[CH:34][C:33]=1[Cl:51])(=O)=O.C([O-])([O-])=O.[Cs+].[Cs+]. (6) The reactants are: [F:1][C:2]([F:7])([F:6])[C:3]([OH:5])=[O:4].[C:8]([C@@H:11]1[CH2:15][C:14]([F:17])([F:16])[CH2:13][N:12]1C(OC(C)(C)C)=O)(=[O:10])[NH2:9]. Given the product [F:1][C:2]([F:7])([F:6])[C:3]([OH:5])=[O:4].[F:16][C:14]1([F:17])[CH2:13][NH:12][C@H:11]([C:8]([NH2:9])=[O:10])[CH2:15]1, predict the reactants needed to synthesize it. (7) Given the product [C:24]1([CH2:23][N:20]2[CH2:19][CH2:18][N:17]([C:15]([NH:14][C:8]3([C:6]([OH:7])=[O:5])[CH2:13][CH2:12][CH2:11][CH2:10][CH2:9]3)=[O:16])[CH2:22][CH2:21]2)[CH:25]=[CH:26][CH:27]=[CH:28][CH:29]=1, predict the reactants needed to synthesize it. The reactants are: [OH-].[Na+].C([O:5][C:6]([C:8]1([NH:14][C:15]([N:17]2[CH2:22][CH2:21][N:20]([CH2:23][C:24]3[CH:29]=[CH:28][CH:27]=[CH:26][CH:25]=3)[CH2:19][CH2:18]2)=[O:16])[CH2:13][CH2:12][CH2:11][CH2:10][CH2:9]1)=[O:7])C.CCOCC.